This data is from Catalyst prediction with 721,799 reactions and 888 catalyst types from USPTO. The task is: Predict which catalyst facilitates the given reaction. Reactant: BrC1C=C2C(=CC=1)C=C([C:12]1[CH:24]=[CH:23][C:22]3[C:21]4[C:16](=[CH:17][CH:18]=[CH:19][CH:20]=4)[C:15]([CH3:26])([CH3:25])[C:14]=3[CH:13]=1)C=C2.[CH2:27]([Li])[CH2:28][CH2:29][CH3:30].[B:32](OC(C)C)([O:37]C(C)C)[O:33]C(C)C.Cl.[CH3:46][CH2:47][CH2:48][CH2:49][CH2:50][CH3:51]. Product: [CH3:26][C:15]1([CH3:25])[C:14]2[CH:13]=[C:12]([C:28]3[CH:29]=[C:30]4[C:50](=[CH:51][CH:27]=3)[CH:49]=[C:48]([B:32]([OH:37])[OH:33])[CH:47]=[CH:46]4)[CH:24]=[CH:23][C:22]=2[C:21]2[C:16]1=[CH:17][CH:18]=[CH:19][CH:20]=2. The catalyst class is: 410.